This data is from Catalyst prediction with 721,799 reactions and 888 catalyst types from USPTO. The task is: Predict which catalyst facilitates the given reaction. (1) Reactant: F[C:2]1[CH:9]=[CH:8][C:7]([F:10])=[CH:6][C:3]=1[C:4]#[N:5].[C:11]1([OH:17])[CH:16]=[CH:15][CH:14]=[CH:13][CH:12]=1.C([O-])([O-])=O.[K+].[K+]. Product: [F:10][C:7]1[CH:8]=[CH:9][C:2]([O:17][C:11]2[CH:16]=[CH:15][CH:14]=[CH:13][CH:12]=2)=[C:3]([CH:6]=1)[C:4]#[N:5]. The catalyst class is: 210. (2) Reactant: Cl.[CH3:2][S:3][C:4]1[C:12]2[C:7](=[CH:8][C:9]([C:13]([N:15]3[CH2:20][CH2:19][N:18](C(OC(C)(C)C)=O)[CH2:17][CH2:16]3)=[O:14])=[CH:10][CH:11]=2)[N:6]([C:28]2[N:33]=[CH:32][C:31]([C:34]3[CH:39]=[CH:38][CH:37]=[CH:36][CH:35]=3)=[CH:30][N:29]=2)[N:5]=1.C(=O)([O-])O.[Na+]. Product: [CH3:2][S:3][C:4]1[C:12]2[C:7](=[CH:8][C:9]([C:13]([N:15]3[CH2:20][CH2:19][NH:18][CH2:17][CH2:16]3)=[O:14])=[CH:10][CH:11]=2)[N:6]([C:28]2[N:33]=[CH:32][C:31]([C:34]3[CH:39]=[CH:38][CH:37]=[CH:36][CH:35]=3)=[CH:30][N:29]=2)[N:5]=1. The catalyst class is: 12. (3) Reactant: CS([O:5][C:6]1[CH:7]=[CH:8][C:9]2[C:13]([C:14](=[O:30])[C:15]3[CH:20]=[CH:19][C:18]([O:21][CH2:22][CH2:23][N:24]4[CH2:29][CH2:28][CH2:27][CH2:26][CH2:25]4)=[CH:17][CH:16]=3)=[C:12]([C:31]3[CH:36]=[CH:35][C:34]([O:37]S(C)(=O)=O)=[CH:33][CH:32]=3)[S:11][C:10]=2[CH:42]=1)(=O)=O.O1CCCC1.[OH-].[Na+]. Product: [OH:5][C:6]1[CH:7]=[CH:8][C:9]2[C:13]([C:14](=[O:30])[C:15]3[CH:16]=[CH:17][C:18]([O:21][CH2:22][CH2:23][N:24]4[CH2:25][CH2:26][CH2:27][CH2:28][CH2:29]4)=[CH:19][CH:20]=3)=[C:12]([C:31]3[CH:32]=[CH:33][C:34]([OH:37])=[CH:35][CH:36]=3)[S:11][C:10]=2[CH:42]=1. The catalyst class is: 5. (4) The catalyst class is: 245. Product: [I-:23].[CH:1]1([C:4]([C:16]2[CH:21]=[CH:20][CH:19]=[CH:18][CH:17]=2)([CH3:15])[C:5]([O:7][CH:8]2[CH2:9][CH2:10][N+:11]([CH3:22])([CH3:14])[CH2:12][CH2:13]2)=[O:6])[CH2:3][CH2:2]1. Reactant: [CH:1]1([C:4]([C:16]2[CH:21]=[CH:20][CH:19]=[CH:18][CH:17]=2)([CH3:15])[C:5]([O:7][CH:8]2[CH2:13][CH2:12][N:11]([CH3:14])[CH2:10][CH2:9]2)=[O:6])[CH2:3][CH2:2]1.[CH3:22][I:23].